This data is from Catalyst prediction with 721,799 reactions and 888 catalyst types from USPTO. The task is: Predict which catalyst facilitates the given reaction. Reactant: Cl[C:2]1[N:7]=[C:6]([NH:8][CH:9]2[CH2:13][O:12][CH:11]3[CH:14]([O:17][CH3:18])[CH2:15][O:16][CH:10]23)[C:5]([Cl:19])=[CH:4][N:3]=1.CCN(C(C)C)C(C)C.Cl.[CH3:30][N:31]1[CH:35]=[C:34]([NH2:36])[CH:33]=[N:32]1. Product: [Cl:19][C:5]1[C:6]([NH:8][CH:9]2[CH2:13][O:12][CH:11]3[CH:14]([O:17][CH3:18])[CH2:15][O:16][CH:10]23)=[N:7][C:2]([NH:36][C:34]2[CH:33]=[N:32][N:31]([CH3:30])[CH:35]=2)=[N:3][CH:4]=1. The catalyst class is: 114.